Dataset: Reaction yield outcomes from USPTO patents with 853,638 reactions. Task: Predict the reaction yield, written as a fraction of the theoretical maximum amount of product (1.0 means a 100% yield; for example, 0.34 means a 34% yield). (1) The catalyst is CN(C)C=O. The reactants are Cl.CNC.[CH2:5]([N:7]([CH2:10]C)[CH2:8][CH3:9])C.[OH:12][C:13]12[C:24]3[C:19](=C(F)C=[CH:22][CH:23]=3)[C:18](=[O:26])[C:17]1([OH:27])[C:16]1[CH:28]=[CH:29][C:30]([CH:32]([CH3:34])[CH3:33])=[CH:31][C:15]=1[O:14]2. The yield is 0.310. The product is [CH3:10][N:7]([CH3:5])[C:8]1[CH:9]=[CH:22][CH:23]=[C:24]2[C:19]=1[C:18](=[O:26])[C:17]1([OH:27])[C:16]3[CH:28]=[CH:29][C:30]([CH:32]([CH3:34])[CH3:33])=[CH:31][C:15]=3[O:14][C:13]12[OH:12]. (2) The reactants are [Cl:1][C:2]1[S:6][C:5]([C:7]([OH:9])=O)=[CH:4][CH:3]=1.C(Cl)(=O)C(Cl)=O.[N:16]1[CH:21]=[CH:20][C:19]([N:22]2[CH2:27][CH2:26][CH:25]([CH2:28][NH:29][C:30]3[C:35]([NH2:36])=[CH:34][CH:33]=[CH:32][N:31]=3)[CH2:24][CH2:23]2)=[CH:18][CH:17]=1. The catalyst is C(Cl)Cl.CN(C=O)C.N1C=CC=CC=1.C(Cl)(Cl)Cl. The product is [Cl:1][C:2]1[S:6][C:5]([C:7]([NH:36][C:35]2[C:30]([NH:29][CH2:28][CH:25]3[CH2:26][CH2:27][N:22]([C:19]4[CH:18]=[CH:17][N:16]=[CH:21][CH:20]=4)[CH2:23][CH2:24]3)=[N:31][CH:32]=[CH:33][CH:34]=2)=[O:9])=[CH:4][CH:3]=1. The yield is 0.580. (3) The reactants are [F:1][C:2]1[CH:19]=[CH:18][C:17]([F:20])=[CH:16][C:3]=1[CH2:4][N:5]1[CH2:10][CH2:9][NH:8][C:7]2[N:11]=[CH:12][C:13](I)=[CH:14][C:6]1=2.CC1(C)C(C)(C)OB([C:29]2[CH:30]=[CH:31][C:32]([C:35]#[N:36])=[N:33][CH:34]=2)O1. The yield is 0.240. The product is [F:1][C:2]1[CH:19]=[CH:18][C:17]([F:20])=[CH:16][C:3]=1[CH2:4][N:5]1[CH2:10][CH2:9][NH:8][C:7]2[N:11]=[CH:12][C:13]([C:29]3[CH:30]=[CH:31][C:32]([C:35]#[N:36])=[N:33][CH:34]=3)=[CH:14][C:6]1=2. No catalyst specified. (4) The reactants are [NH2:1][C:2]1([C:7]([OH:9])=[O:8])[CH2:6][CH2:5][CH2:4][CH2:3]1.O=S(Cl)[Cl:12].[CH3:14]O. No catalyst specified. The product is [ClH:12].[NH2:1][C:2]1([C:7]([O:9][CH3:14])=[O:8])[CH2:6][CH2:5][CH2:4][CH2:3]1. The yield is 1.00. (5) The reactants are [CH3:1][C:2]1[C@H:3]([C:15]([C:17]2[CH:22]=[C:21]([O:23][CH3:24])[CH:20]=[C:19]([O:25][CH3:26])[CH:18]=2)=[O:16])[C@:4]2([CH3:14])[C@@H:9]([CH2:10][CH:11]=1)[C:8]([CH3:13])([CH3:12])[CH2:7][CH2:6][CH2:5]2.B.C1C[O:31]CC1.[OH-].[Na+].OO.[NH4+].[Cl-].Cl. The catalyst is C1COCC1. The product is [CH3:24][O:23][C:21]1[CH:22]=[C:17]([C:15]([C@@H:3]2[C@:4]3([CH3:14])[C@H:9]([C:8]([CH3:12])([CH3:13])[CH2:7][CH2:6][CH2:5]3)[CH2:10][C@@H:11]([OH:31])[C@@H:2]2[CH3:1])=[O:16])[CH:18]=[C:19]([O:25][CH3:26])[CH:20]=1. The yield is 0.380. (6) The reactants are [CH3:1][N:2]1[CH:6]=[C:5]([C:7]2[C:15]3[C:10](=[N:11][CH:12]=[C:13]([OH:16])[CH:14]=3)[N:9]([CH2:17][O:18][CH2:19][CH2:20][Si:21]([CH3:24])([CH3:23])[CH3:22])[CH:8]=2)[CH:4]=[N:3]1.Br[CH2:26][CH3:27].C([O-])([O-])=O.[K+].[K+]. The catalyst is [N+](CCCC)(CCCC)(CCCC)CCCC.[I-].CC(C)=O. The product is [CH2:26]([O:16][C:13]1[CH:14]=[C:15]2[C:7]([C:5]3[CH:4]=[N:3][N:2]([CH3:1])[CH:6]=3)=[CH:8][N:9]([CH2:17][O:18][CH2:19][CH2:20][Si:21]([CH3:24])([CH3:23])[CH3:22])[C:10]2=[N:11][CH:12]=1)[CH3:27]. The yield is 0.600.